This data is from Reaction yield outcomes from USPTO patents with 853,638 reactions. The task is: Predict the reaction yield, written as a fraction of the theoretical maximum amount of product (1.0 means a 100% yield; for example, 0.34 means a 34% yield). (1) The reactants are [C:1]([OH:6])(=[O:5])[CH2:2][CH2:3][CH3:4].[CH:7](O)(C)[CH3:8].[N:11]1([C:17](=[S:19])[NH2:18])[CH2:16][CH2:15][O:14][CH2:13][CH2:12]1. No catalyst specified. The product is [CH3:4][C:3]1[N:18]=[C:17]([N:11]2[CH2:16][CH2:15][O:14][CH2:13][CH2:12]2)[S:19][C:2]=1[C:1]([O:6][CH2:7][CH3:8])=[O:5]. The yield is 0.820. (2) The reactants are [C:1]([O-:4])(=[S:3])[CH3:2].[K+].CS(O[CH2:11][CH2:12][CH:13]([NH:21][C:22]([O:24][C:25]([CH3:28])([CH3:27])[CH3:26])=[O:23])[C:14]1[CH:19]=[CH:18][C:17]([Cl:20])=[CH:16][CH:15]=1)(=O)=O. The catalyst is CN(C=O)C.CCOC(C)=O. The product is [C:1](=[O:4])([S:3][CH2:11][CH2:12][CH:13]([NH:21][C:22]([O:24][C:25]([CH3:26])([CH3:28])[CH3:27])=[O:23])[C:14]1[CH:15]=[CH:16][C:17]([Cl:20])=[CH:18][CH:19]=1)[CH3:2]. The yield is 0.920. (3) The reactants are [O:1]=[C:2]1[C:6]2([CH2:11][CH2:10][NH:9][CH2:8][CH2:7]2)[N:5]([C:12]2[CH:17]=[CH:16][CH:15]=[CH:14][CH:13]=2)[CH2:4][N:3]1[C:18]1[CH:19]=[C:20]([CH:25]=[CH:26][CH:27]=1)[C:21]([O:23][CH3:24])=[O:22].C(=O)([O-])[O-].[K+].[K+].I[CH2:35][CH2:36][CH2:37][C:38]([C:40]1[CH:45]=[CH:44][CH:43]=[CH:42][CH:41]=1)=[O:39]. The catalyst is CN(C)C=O.C(OCC)(=O)C. The product is [O:1]=[C:2]1[C:6]2([CH2:7][CH2:8][N:9]([CH2:35][CH2:36][CH2:37][C:38](=[O:39])[C:40]3[CH:45]=[CH:44][CH:43]=[CH:42][CH:41]=3)[CH2:10][CH2:11]2)[N:5]([C:12]2[CH:13]=[CH:14][CH:15]=[CH:16][CH:17]=2)[CH2:4][N:3]1[C:18]1[CH:19]=[C:20]([CH:25]=[CH:26][CH:27]=1)[C:21]([O:23][CH3:24])=[O:22]. The yield is 0.650. (4) The reactants are [OH:1][C:2]1[CH:11]=[CH:10][C:5]([C:6]([NH:8][NH2:9])=[O:7])=[CH:4][CH:3]=1.[Cl:12][C:13]1[CH:14]=[C:15]([N:19]=[C:20]=S)[CH:16]=[CH:17][CH:18]=1. The catalyst is CO.O=[Hg]. The product is [Cl:12][C:13]1[CH:14]=[C:15]([NH:19][C:20]2[O:7][C:6]([C:5]3[CH:10]=[CH:11][C:2]([OH:1])=[CH:3][CH:4]=3)=[N:8][N:9]=2)[CH:16]=[CH:17][CH:18]=1. The yield is 0.897. (5) The product is [CH2:1]([NH:4][C:5]1[S:6][C:7]([CH2:10][NH:12][C:13]2[S:14][C:15]([CH2:18][NH:19][C:20]3[S:21][CH:22]=[C:23]([C:25]4[CH:30]=[CH:29][C:28]([CH3:31])=[CH:27][CH:26]=4)[N:24]=3)=[CH:16][N:17]=2)=[CH:8][N:9]=1)[CH2:2][CH3:3]. The catalyst is C1COCC1. The yield is 0.320. The reactants are [CH2:1]([NH:4][C:5]1[S:6][C:7]([C:10]([NH:12][C:13]2[S:14][C:15]([C:18](=O)[NH:19][C:20]3[S:21][CH:22]=[C:23]([C:25]4[CH:30]=[CH:29][C:28]([CH3:31])=[CH:27][CH:26]=4)[N:24]=3)=[CH:16][N:17]=2)=O)=[CH:8][N:9]=1)[CH2:2][CH3:3]. (6) The reactants are [Br-].[NH2:2][C:3]1[C:8]([CH2:9][P+](C2C=CC=CC=2)(C2C=CC=CC=2)C2C=CC=CC=2)=[C:7]([C:29]([F:32])([F:31])[F:30])[C:6]([C:33]#[N:34])=[CH:5][CH:4]=1.[F:35][C:36]([F:42])([F:41])[CH2:37][C:38](O)=O.C(P1(=O)OP(=O)(CCC)OP(=O)(CCC)O1)CC.CCN(C(C)C)C(C)C. The catalyst is C1COCC1. The product is [F:35][C:36]([F:42])([F:41])[CH2:37][C:38]1[NH:2][C:3]2[C:8]([CH:9]=1)=[C:7]([C:29]([F:30])([F:31])[F:32])[C:6]([C:33]#[N:34])=[CH:5][CH:4]=2. The yield is 0.700. (7) The catalyst is O1CCCC1. The yield is 0.990. The reactants are [NH2:1][C:2]1[N:3]=[C:4]2[C:13]3[C:7]([CH2:8][CH:9]([C:14]#[N:15])[S:10][C:11]=3[N:12]=1)=[N:6][N:5]2[CH2:16][C:17]1[C:22]([CH3:23])=[C:21]([O:24][CH3:25])[C:20]([CH3:26])=[CH:19][N:18]=1.[CH:27]([N-]C(C)C)([CH3:29])[CH3:28].[Li+].C(Br)C#C.O. The product is [NH2:1][C:2]1[N:3]=[C:4]2[C:13]3[C:7]([CH2:8][C:9]([CH2:29][C:27]#[CH:28])([C:14]#[N:15])[S:10][C:11]=3[N:12]=1)=[N:6][N:5]2[CH2:16][C:17]1[C:22]([CH3:23])=[C:21]([O:24][CH3:25])[C:20]([CH3:26])=[CH:19][N:18]=1.